The task is: Predict the reactants needed to synthesize the given product.. This data is from Full USPTO retrosynthesis dataset with 1.9M reactions from patents (1976-2016). (1) Given the product [F:12][C:13]1[CH:14]=[C:15]([C:1]2[O:2][C:3]3[CH:9]=[CH:8][C:7]([OH:10])=[CH:6][C:4]=3[N:5]=2)[CH:19]=[CH:20][C:21]=1[OH:22], predict the reactants needed to synthesize it. The reactants are: [CH3:1][O:2][C:3]1[CH:9]=[CH:8][C:7]([O:10]C)=[CH:6][C:4]=1[NH2:5].[F:12][C:13]1[CH:14]=[C:15]([CH:19]=[CH:20][C:21]=1[O:22]C)C(O)=O. (2) Given the product [NH2:1][C:2]1[NH:3][C:4](=[O:45])[C:5]2[S:10][C:9](=[O:11])[N:8]([C@H:12]3[O:18][C@@H:17]([CH2:19][OH:20])[C@H:15]([OH:16])[C@@H:13]3[OH:14])[C:6]=2[N:7]=1, predict the reactants needed to synthesize it. The reactants are: [NH2:1][C:2]1[NH:3][C:4](=[O:45])[C:5]2[S:10][C:9](=[O:11])[N:8]([C@H:12]3[O:18][C@@H:17]([CH2:19][O:20]C(=O)C4C=CC=CC=4)[C@:15](C(=O)C4C=CC=CC=4)([OH:16])[C@:13]3(C(=O)C3C=CC=CC=3)[OH:14])[C:6]=2[N:7]=1.C[O-].[Na+]. (3) Given the product [C:11]([NH:10][C:8]1[S:9][C:5]([CH2:4][C:3]([OH:30])=[O:2])=[CH:6][N:7]=1)([C:24]1[CH:29]=[CH:28][CH:27]=[CH:26][CH:25]=1)([C:18]1[CH:19]=[CH:20][CH:21]=[CH:22][CH:23]=1)[C:12]1[CH:17]=[CH:16][CH:15]=[CH:14][CH:13]=1, predict the reactants needed to synthesize it. The reactants are: C[O:2][C:3](=[O:30])[CH2:4][C:5]1[S:9][C:8]([NH:10][C:11]([C:24]2[CH:29]=[CH:28][CH:27]=[CH:26][CH:25]=2)([C:18]2[CH:23]=[CH:22][CH:21]=[CH:20][CH:19]=2)[C:12]2[CH:17]=[CH:16][CH:15]=[CH:14][CH:13]=2)=[N:7][CH:6]=1.[Na]. (4) Given the product [ClH:1].[ClH:1].[F:2][C:3]1[CH:4]=[CH:5][C:6]([C:9]2([N:29]([CH3:31])[CH3:30])[CH2:14][CH2:13][CH:12]([N:15]3[CH2:19][CH2:18][CH:17]([C:20]4[C:28]5[C:23](=[CH:24][CH:25]=[CH:26][CH:27]=5)[NH:22][CH:21]=4)[CH2:16]3)[CH2:11][CH2:10]2)=[CH:7][CH:8]=1, predict the reactants needed to synthesize it. The reactants are: [ClH:1].[F:2][C:3]1[CH:8]=[CH:7][C:6]([C:9]2([N:29]([CH3:31])[CH3:30])[CH2:14][CH2:13][CH:12]([N:15]3[CH2:19][CH2:18][CH:17]([C:20]4[C:28]5[C:23](=[CH:24][CH:25]=[CH:26][CH:27]=5)[NH:22][CH:21]=4)[CH2:16]3)[CH2:11][CH2:10]2)=[CH:5][CH:4]=1. (5) Given the product [Br:25][C:21]1[CH:20]=[C:19]2[C:24](=[CH:23][CH:22]=1)[C:15]([CH2:14][N:11]1[C:12](=[O:13])[C@@H:6]([NH:5][C:3](=[O:4])[C@@H:2]([NH:1][CH2:33][CH:34]([CH3:36])[CH3:35])[CH3:32])[CH2:7][CH2:8][C:9]3[CH:31]=[CH:30][CH:29]=[CH:28][C:10]1=3)=[C:16]([O:26][CH3:27])[CH:17]=[CH:18]2, predict the reactants needed to synthesize it. The reactants are: [NH2:1][C@@H:2]([CH3:32])[C:3]([NH:5][C@@H:6]1[C:12](=[O:13])[N:11]([CH2:14][C:15]2[C:24]3[C:19](=[CH:20][C:21]([Br:25])=[CH:22][CH:23]=3)[CH:18]=[CH:17][C:16]=2[O:26][CH3:27])[C:10]2[CH:28]=[CH:29][CH:30]=[CH:31][C:9]=2[CH2:8][CH2:7]1)=[O:4].[CH:33](=O)[CH:34]([CH3:36])[CH3:35]. (6) The reactants are: [CH2:1]([C@H:8]1[CH2:12][O:11][C:10](=[O:13])[NH:9]1)[C:2]1[CH:7]=[CH:6][CH:5]=[CH:4][CH:3]=1.C([Li])CCC.[C:19]1([CH2:25][CH2:26][CH2:27][CH2:28][C:29](Cl)=[O:30])[CH:24]=[CH:23][CH:22]=[CH:21][CH:20]=1.OS([O-])(=O)=O.[K+]. Given the product [CH2:1]([C@H:8]1[CH2:12][O:11][C:10](=[O:13])[N:9]1[C:29](=[O:30])[CH2:28][CH2:27][CH2:26][CH2:25][C:19]1[CH:24]=[CH:23][CH:22]=[CH:21][CH:20]=1)[C:2]1[CH:3]=[CH:4][CH:5]=[CH:6][CH:7]=1, predict the reactants needed to synthesize it.